Task: Regression. Given a peptide amino acid sequence and an MHC pseudo amino acid sequence, predict their binding affinity value. This is MHC class I binding data.. Dataset: Peptide-MHC class I binding affinity with 185,985 pairs from IEDB/IMGT (1) The peptide sequence is ELQENITAH. The MHC is HLA-B46:01 with pseudo-sequence HLA-B46:01. The binding affinity (normalized) is 0.0847. (2) The peptide sequence is FPVTPQVPL. The MHC is HLA-A24:02 with pseudo-sequence HLA-A24:02. The binding affinity (normalized) is 0.200. (3) The peptide sequence is VTVTNVLLY. The MHC is HLA-A29:02 with pseudo-sequence HLA-A29:02. The binding affinity (normalized) is 0.512.